From a dataset of Catalyst prediction with 721,799 reactions and 888 catalyst types from USPTO. Predict which catalyst facilitates the given reaction. (1) Reactant: [C:1]12([CH2:11][O:12][C:13]3[C:28](I)=[CH:27][C:16]([C:17]([NH:19][S:20]([N:23]4[CH2:26][CH2:25][CH2:24]4)(=[O:22])=[O:21])=[O:18])=[C:15]([F:30])[CH:14]=3)[CH2:10][CH:5]3[CH2:6][CH:7]([CH2:9][CH:3]([CH2:4]3)[CH2:2]1)[CH2:8]2.[Cl-].[Li+].C([Mg]Cl)(C)C.[CH:38]1([CH:41]=[O:42])[CH2:40][CH2:39]1. Product: [C:1]12([CH2:11][O:12][C:13]3[C:28]([CH:41]([CH:38]4[CH2:40][CH2:39]4)[OH:42])=[CH:27][C:16]([C:17]([NH:19][S:20]([N:23]4[CH2:26][CH2:25][CH2:24]4)(=[O:22])=[O:21])=[O:18])=[C:15]([F:30])[CH:14]=3)[CH2:10][CH:5]3[CH2:6][CH:7]([CH2:9][CH:3]([CH2:4]3)[CH2:2]1)[CH2:8]2. The catalyst class is: 7. (2) Reactant: [Br:1][C:2]1[C:3](=O)[CH:4]2[CH:8]([C:9]=1[C:10]1[CH:15]=[CH:14][C:13]([O:16]C)=[CH:12][CH:11]=1)[CH2:7][CH2:6][CH2:5]2.N1C=CC=CC=1.[NH2:25][OH:26].Cl.B(F)(F)F. Product: [Br:1][C:2]1[C:3](=[N:25][OH:26])[CH:4]2[CH:8]([C:9]=1[C:10]1[CH:15]=[CH:14][C:13]([OH:16])=[CH:12][CH:11]=1)[CH2:7][CH2:6][CH2:5]2. The catalyst class is: 271. (3) Reactant: [C:1]([O:5][C:6](=[O:35])[NH:7][CH:8]([NH:17][C:18]1[CH:23]=[CH:22][C:21]([CH2:24][CH2:25][C:26]2[N:27]=[C:28]([NH:31][C:32](=[O:34])[CH3:33])[S:29][CH:30]=2)=[CH:20][CH:19]=1)[NH:9][C:10](=[O:16])[O:11][C:12]([CH3:15])([CH3:14])[CH3:13])([CH3:4])([CH3:3])[CH3:2].O1CCCC1.[Cl:41]N1C(=O)CCC1=O. Product: [C:32]([NH:31][C:28]1[S:29][C:30]([Cl:41])=[C:26]([CH2:25][CH2:24][C:21]2[CH:20]=[CH:19][C:18]([NH:17][CH:8]([NH:9][C:10](=[O:16])[O:11][C:12]([CH3:15])([CH3:14])[CH3:13])[NH:7][C:6](=[O:35])[O:5][C:1]([CH3:2])([CH3:3])[CH3:4])=[CH:23][CH:22]=2)[N:27]=1)(=[O:34])[CH3:33]. The catalyst class is: 125. (4) Product: [NH2:1][C:4]1[CH:5]=[C:6]2[N:12]=[C:11]([CH2:13][OH:14])[NH:10][C:7]2=[N:8][CH:9]=1. Reactant: [N+:1]([C:4]1[CH:5]=[C:6]2[N:12]=[C:11]([CH2:13][OH:14])[NH:10][C:7]2=[N:8][CH:9]=1)([O-])=O.N. The catalyst class is: 33. (5) Reactant: [C:1]([NH:5][C:6]1[C:7]([CH3:24])=[N:8][C:9]2[C:14]([N:15]=1)=[C:13]([C:16]1[CH:17]=[C:18]([C:21]([NH2:23])=[O:22])[NH:19][CH:20]=1)[CH:12]=[CH:11][CH:10]=2)([CH3:4])([CH3:3])[CH3:2].N1([C:30](N2C=CN=C2)=[O:31])C=CN=C1.[H-].[Na+]. Product: [C:1]([NH:5][C:6]1[C:7]([CH3:24])=[N:8][C:9]2[C:14]([N:15]=1)=[C:13]([C:16]1[CH:17]=[C:18]3[C:21](=[O:22])[NH:23][C:30](=[O:31])[N:19]3[CH:20]=1)[CH:12]=[CH:11][CH:10]=2)([CH3:4])([CH3:3])[CH3:2]. The catalyst class is: 118. (6) Reactant: [NH2:1][C:2]1[CH:10]=[C:9]2[C:5]([C:6]([C:21]([NH:23][CH2:24][C:25]3[CH:30]=[CH:29][C:28]([F:31])=[C:27]([F:32])[CH:26]=3)=[O:22])=[C:7]([CH:18]([CH3:20])[CH3:19])[N:8]2[CH2:11][C:12]2[CH:17]=[CH:16][CH:15]=[CH:14][N:13]=2)=[CH:4][CH:3]=1.Cl[CH2:34][CH2:35][N:36]=[C:37]=[O:38]. Product: [F:32][C:27]1[CH:26]=[C:25]([CH:30]=[CH:29][C:28]=1[F:31])[CH2:24][NH:23][C:21]([C:6]1[C:5]2[C:9](=[CH:10][C:2]([NH:1][C:37]3[O:38][CH2:34][CH2:35][N:36]=3)=[CH:3][CH:4]=2)[N:8]([CH2:11][C:12]2[CH:17]=[CH:16][CH:15]=[CH:14][N:13]=2)[C:7]=1[CH:18]([CH3:20])[CH3:19])=[O:22]. The catalyst class is: 2. (7) Product: [ClH:39].[ClH:39].[NH2:30][C@@H:18]1[C:17]2[CH:38]=[C:13]([CH:14]=[CH:15][N:16]=2)[C:12]2[N:11]([CH2:10][CH2:9][OH:8])[N:27]=[CH:26][C:25]=2[NH:24][C:23](=[O:28])[C@H:22]([CH3:29])[CH2:21][CH2:20][CH2:19]1. Reactant: [Si]([O:8][CH2:9][CH2:10][N:11]1[N:27]=[CH:26][C:25]2[NH:24][C:23](=[O:28])[C@H:22]([CH3:29])[CH2:21][CH2:20][CH2:19][C@H:18]([NH:30]C(=O)OC(C)(C)C)[C:17]3[CH:38]=[C:13]([CH:14]=[CH:15][N:16]=3)[C:12]1=2)(C(C)(C)C)(C)C.[ClH:39].O1CCOCC1. The catalyst class is: 5. (8) Reactant: [Cl:1][C:2]1[CH:29]=[CH:28][C:5]([CH2:6][C:7]2[N:12]=[C:11]([OH:13])[C:10]([NH:14][C:15](=O)[C:16]3[CH:21]=[C:20]([CH3:22])[C:19]([O:23][CH3:24])=[C:18]([CH3:25])[CH:17]=3)=[C:9]([OH:27])[N:8]=2)=[CH:4][CH:3]=1. Product: [Cl:1][C:2]1[CH:29]=[CH:28][C:5]([CH2:6][C:7]2[N:12]=[C:11]([OH:13])[C:10]3[N:14]=[C:15]([C:16]4[CH:21]=[C:20]([CH3:22])[C:19]([O:23][CH3:24])=[C:18]([CH3:25])[CH:17]=4)[O:27][C:9]=3[N:8]=2)=[CH:4][CH:3]=1. The catalyst class is: 286. (9) Reactant: [CH2:1](O)[CH3:2].[Cl:4][CH2:5][CH2:6][CH2:7][CH2:8][C:9]([OH:11])=[O:10].O.C1(C)C=CC(S(O)(=O)=O)=CC=1.C(N(CC)CC)C. Product: [Cl:4][CH2:5][CH2:6][CH2:7][CH2:8][C:9]([O:11][CH2:1][CH3:2])=[O:10]. The catalyst class is: 11. (10) Reactant: [H-].[Na+].[C:3]([CH2:5]P(=O)(OCC)OCC)#[N:4].[F:14][C:15]([F:25])([F:24])[C:16]1[CH:17]=[C:18]([CH:21]=[CH:22][CH:23]=1)[CH:19]=O.O. Product: [F:14][C:15]([F:24])([F:25])[C:16]1[CH:17]=[C:18]([CH2:19][CH2:5][CH2:3][NH2:4])[CH:21]=[CH:22][CH:23]=1. The catalyst class is: 7.